Dataset: Full USPTO retrosynthesis dataset with 1.9M reactions from patents (1976-2016). Task: Predict the reactants needed to synthesize the given product. (1) Given the product [CH3:15][O:11][C:10](=[O:12])[CH:9]([NH2:13])[CH2:8][C:3]1[CH:2]=[CH:1][CH:6]=[C:5]([OH:7])[CH:4]=1, predict the reactants needed to synthesize it. The reactants are: [CH:1]1[CH:6]=[C:5]([OH:7])[CH:4]=[C:3]([CH2:8][CH:9]([NH2:13])[C:10]([OH:12])=[O:11])[CH:2]=1.Cl.[CH3:15]O. (2) Given the product [CH2:26]([O:28][C:29]([C:31]1([C:34]2[CH:39]=[CH:38][C:37]([C:2]3[CH:7]=[CH:6][C:5]([C:8]4[O:12][N:11]=[C:10]([CH3:13])[C:9]=4[CH2:14][O:15][C:16](=[O:25])[NH:17][CH2:18][C:19]4[CH:24]=[CH:23][CH:22]=[CH:21][CH:20]=4)=[CH:4][CH:3]=3)=[CH:36][CH:35]=2)[CH2:32][CH2:33]1)=[O:30])[CH3:27], predict the reactants needed to synthesize it. The reactants are: Br[C:2]1[CH:7]=[CH:6][C:5]([C:8]2[O:12][N:11]=[C:10]([CH3:13])[C:9]=2[CH2:14][O:15][C:16](=[O:25])[NH:17][CH2:18][C:19]2[CH:24]=[CH:23][CH:22]=[CH:21][CH:20]=2)=[CH:4][CH:3]=1.[CH2:26]([O:28][C:29]([C:31]1([C:34]2[CH:39]=[CH:38][C:37](B3OC(C)(C)C(C)(C)O3)=[CH:36][CH:35]=2)[CH2:33][CH2:32]1)=[O:30])[CH3:27]. (3) Given the product [C:43]([CH2:42][CH2:41][CH2:40][CH2:39][CH2:38][CH2:37][CH2:36][CH2:35][CH2:34][CH2:33][CH2:32][CH2:31][CH2:30][CH2:29][CH2:28][S:27][CH2:26][CH2:25][CH2:24][O:23][C:21]([O:20][C:18]1[CH:17]=[CH:16][C:14]2[N:15]=[C:11]([C:9]3[S:5][CH2:4][C@H:3]([C:6]([OH:8])=[O:7])[N:2]=3)[S:12][C:13]=2[CH:19]=1)=[O:22])([OH:45])=[O:44], predict the reactants needed to synthesize it. The reactants are: Cl.[NH2:2][C@@H:3]([C:6]([OH:8])=[O:7])[CH2:4][SH:5].[C:9]([C:11]1[S:12][C:13]2[CH:19]=[C:18]([O:20][C:21]([O:23][CH2:24][CH2:25][CH2:26][S:27][CH2:28][CH2:29][CH2:30][CH2:31][CH2:32][CH2:33][CH2:34][CH2:35][CH2:36][CH2:37][CH2:38][CH2:39][CH2:40][CH2:41][CH2:42][C:43]([OH:45])=[O:44])=[O:22])[CH:17]=[CH:16][C:14]=2[N:15]=1)#N.ClCCl.C(=O)([O-])[O-].[K+].[K+]. (4) Given the product [CH:1]1([N:7]([CH2:8][CH3:9])[C:20](=[O:22])[CH2:19][CH2:18][C:15]2[CH:14]=[CH:13][C:12]([O:11][CH3:10])=[CH:17][CH:16]=2)[CH2:6][CH2:5][CH2:4][CH2:3][CH2:2]1, predict the reactants needed to synthesize it. The reactants are: [CH:1]1([NH:7][CH2:8][CH3:9])[CH2:6][CH2:5][CH2:4][CH2:3][CH2:2]1.[CH3:10][O:11][C:12]1[CH:17]=[CH:16][C:15]([CH2:18][CH2:19][C:20]([OH:22])=O)=[CH:14][CH:13]=1.O.ON1C2C=CC=CC=2N=N1.Cl.CN(CCCN=C=N)C.Cl. (5) Given the product [C:1]([NH:11][S:8]([Cl:7])(=[O:10])=[O:9])(=[O:6])[CH2:2][CH2:3][CH3:4], predict the reactants needed to synthesize it. The reactants are: [C:1]([OH:6])(=O)[CH2:2][CH2:3][CH3:4].[Cl:7][S:8]([N:11]=C=O)(=[O:10])=[O:9].